Task: Predict the reactants needed to synthesize the given product.. Dataset: Full USPTO retrosynthesis dataset with 1.9M reactions from patents (1976-2016) The reactants are: [OH-].[OH:2][CH2:3][CH2:4][N+:5]([CH3:8])([CH3:7])[CH3:6].[CH2:9]([CH:11]([CH2:15][CH2:16][CH2:17][CH3:18])[C:12]([OH:14])=[O:13])[CH3:10].OCC[N+](C)(C)C.C(OC(=O)CCCCC)C. Given the product [CH3:18][CH2:17][CH2:16][CH2:15][CH:11]([C:12]([O-:14])=[O:13])[CH2:9][CH3:10].[CH3:6][N+:5]([CH2:4][CH2:3][OH:2])([CH3:8])[CH3:7], predict the reactants needed to synthesize it.